Dataset: Forward reaction prediction with 1.9M reactions from USPTO patents (1976-2016). Task: Predict the product of the given reaction. (1) Given the reactants [Br:1][C:2]1[CH:3]=[CH:4][C:5]([F:18])=[C:6]([C@@:8]2([CH3:17])[NH:13][C:12](=S)[CH2:11][S:10](=[O:16])(=[O:15])[CH2:9]2)[CH:7]=1.[NH3:19], predict the reaction product. The product is: [Br:1][C:2]1[CH:3]=[CH:4][C:5]([F:18])=[C:6]([C@:8]2([CH3:17])[CH2:9][S:10](=[O:16])(=[O:15])[CH2:11][C:12]([NH2:19])=[N:13]2)[CH:7]=1. (2) Given the reactants Cl[C:2]1[N:7]=[C:6]([O:8][C:9]2[CH:43]=[CH:42][CH:41]=[CH:40][C:10]=2[CH2:11][NH:12][C:13]([NH:15][C:16]2[N:20]([C:21]3[CH:26]=[CH:25][C:24]([CH3:27])=[C:23]([O:28][CH2:29][C:30]4[CH:35]=[CH:34][CH:33]=[CH:32][CH:31]=4)[CH:22]=3)[N:19]=[C:18]([C:36]([CH3:39])([CH3:38])[CH3:37])[CH:17]=2)=[O:14])[CH:5]=[CH:4][N:3]=1.[NH:44]1[CH2:49][CH2:48][O:47][CH2:46][CH2:45]1, predict the reaction product. The product is: [O:47]1[CH2:48][CH2:49][N:44]([C:2]2[N:7]=[C:6]([O:8][C:9]3[CH:43]=[CH:42][CH:41]=[CH:40][C:10]=3[CH2:11][NH:12][C:13]([NH:15][C:16]3[N:20]([C:21]4[CH:26]=[CH:25][C:24]([CH3:27])=[C:23]([O:28][CH2:29][C:30]5[CH:31]=[CH:32][CH:33]=[CH:34][CH:35]=5)[CH:22]=4)[N:19]=[C:18]([C:36]([CH3:37])([CH3:38])[CH3:39])[CH:17]=3)=[O:14])[CH:5]=[CH:4][N:3]=2)[CH2:45][CH2:46]1. (3) Given the reactants [C:1]([N:5]1[CH2:10][CH:9]=[C:8]([C:11]2[CH:12]=[C:13](Cl)[N:14]3[C:19]([CH:20]=2)=[C:18]([C:21]2[C:26]([Cl:27])=[CH:25][CH:24]=[CH:23][C:22]=2[Cl:28])[C:17](=[O:29])[CH:16]=[CH:15]3)[CH2:7][CH2:6]1)([CH3:4])([CH3:3])[CH3:2].[Cl:31][C:32]1[CH:37]=[CH:36][CH:35]=[CH:34][C:33]=1B(O)O.C(=O)([O-])[O-].[Na+].[Na+].Cl, predict the reaction product. The product is: [ClH:27].[C:1]([N:5]1[CH2:10][CH:9]=[C:8]([C:11]2[CH:12]=[C:13]([C:33]3[CH:34]=[CH:35][CH:36]=[CH:37][C:32]=3[Cl:31])[N:14]3[C:19]([CH:20]=2)=[C:18]([C:21]2[C:22]([Cl:28])=[CH:23][CH:24]=[CH:25][C:26]=2[Cl:27])[C:17](=[O:29])[CH:16]=[CH:15]3)[CH2:7][CH2:6]1)([CH3:2])([CH3:4])[CH3:3]. (4) Given the reactants [NH:1]([C:3]1[CH:8]=[CH:7][CH:6]=[CH:5][N:4]=1)N.[C:9]1([CH3:15])[CH:14]=CC=[CH:11][CH:10]=1.CC(C)C(=O)C, predict the reaction product. The product is: [CH3:11][C:10]1[C:9]([CH3:15])([CH3:14])[C:8]2[C:3]([N:1]=1)=[N:4][CH:5]=[CH:6][CH:7]=2. (5) Given the reactants [CH2:1]([O:3][C:4](=[O:14])[C:5]([C:12]#[N:13])=[C:6]1[CH2:11][CH2:10][CH2:9][CH2:8][CH2:7]1)[CH3:2].[N+]([CH3:18])([O-])=O.N12CCCN=C1CCCCC2, predict the reaction product. The product is: [CH2:1]([O:3][C:4]([C:5]1([C:12]#[N:13])[C:6]2([CH2:11][CH2:10][CH2:9][CH2:8][CH2:7]2)[CH2:18]1)=[O:14])[CH3:2]. (6) Given the reactants [Br:1][C:2]1[CH:7]=[CH:6][C:5]([C:8]2[C:12]3[CH:13]=[CH:14][C:15]([O:17][CH2:18][CH2:19][CH2:20]Br)=[CH:16][C:11]=3[S:10][N:9]=2)=[CH:4][CH:3]=1.[CH3:22][O:23][CH2:24][CH2:25][NH:26][CH2:27][CH2:28][O:29][CH3:30], predict the reaction product. The product is: [Br:1][C:2]1[CH:7]=[CH:6][C:5]([C:8]2[C:12]3[CH:13]=[CH:14][C:15]([O:17][CH2:18][CH2:19][CH2:20][N:26]([CH2:27][CH2:28][O:29][CH3:30])[CH2:25][CH2:24][O:23][CH3:22])=[CH:16][C:11]=3[S:10][N:9]=2)=[CH:4][CH:3]=1. (7) Given the reactants [NH2:1][C:2]([N:4]1[CH2:9][CH2:8][CH:7]([NH:10][C:11]2[C:16]([C:17]([O:19]CC)=[O:18])=[CH:15][N:14]=[C:13]3[N:22]([CH2:25][CH3:26])[N:23]=[CH:24][C:12]=23)[CH2:6][CH2:5]1)=[O:3].[OH-].[Na+].NC(N)=O, predict the reaction product. The product is: [NH2:1][C:2]([N:4]1[CH2:5][CH2:6][CH:7]([NH:10][C:11]2[C:16]([C:17]([OH:19])=[O:18])=[CH:15][N:14]=[C:13]3[N:22]([CH2:25][CH3:26])[N:23]=[CH:24][C:12]=23)[CH2:8][CH2:9]1)=[O:3].